Task: Predict the reactants needed to synthesize the given product.. Dataset: Full USPTO retrosynthesis dataset with 1.9M reactions from patents (1976-2016) (1) Given the product [F:12][C:9]1[CH:8]=[C:4]([CH:3]=[C:2]([F:1])[C:10]=1[OH:11])[C:5]([NH:30][CH2:29][C@H:26]1[CH2:25][CH2:24][C@@H:23]([CH2:22][CH2:21][O:14][C:15]2[CH:16]=[CH:17][CH:18]=[CH:19][CH:20]=2)[CH2:28][CH2:27]1)=[O:7], predict the reactants needed to synthesize it. The reactants are: [F:1][C:2]1[CH:3]=[C:4]([CH:8]=[C:9]([F:12])[C:10]=1[OH:11])[C:5]([OH:7])=O.Cl.[O:14]([CH2:21][CH2:22][C@@H:23]1[CH2:28][CH2:27][C@H:26]([CH2:29][NH2:30])[CH2:25][CH2:24]1)[C:15]1[CH:20]=[CH:19][CH:18]=[CH:17][CH:16]=1. (2) Given the product [C:3]([O:14][C:13]([CH2:34][NH:33][CH2:32][C:28]1[CH:27]=[C:26]([C:23]2[CH:24]=[CH:25][C:20]([O:19][C:2]3[CH:12]=[CH:11][CH:10]=[CH:9][C:3]=3[C:4]([O:6][CH2:7][CH3:8])=[O:5])=[CH:21][CH:22]=2)[CH:31]=[CH:30][CH:29]=1)=[O:16])([CH3:9])([CH3:4])[CH3:2], predict the reactants needed to synthesize it. The reactants are: F[C:2]1[CH:12]=[CH:11][CH:10]=[CH:9][C:3]=1[C:4]([O:6][CH2:7][CH3:8])=[O:5].[C:13](=[O:16])([O-])[O-:14].[K+].[K+].[OH:19][C:20]1[CH:25]=[CH:24][C:23]([C:26]2[CH:31]=[CH:30][CH:29]=[C:28]([CH2:32][N:33](C)[C:34](=O)OC(C)(C)C)[CH:27]=2)=[CH:22][CH:21]=1. (3) Given the product [CH2:32]([O:31][P:30]([CH2:29][S:8][C:9]1[CH:10]=[CH:11][CH:12]=[CH:13][N:14]=1)([O:34][CH2:35][CH3:36])=[O:37])[CH3:33], predict the reactants needed to synthesize it. The reactants are: [CH:11]1[CH:10]=[C:9]([S:8][S:8][C:9]2[N:14]=[CH:13][CH:12]=[CH:11][CH:10]=2)[N:14]=[CH:13][CH:12]=1.C(P(CCCC)CCCC)CCC.O[CH2:29][P:30](=[O:37])([O:34][CH2:35][CH3:36])[O:31][CH2:32][CH3:33].